Dataset: Catalyst prediction with 721,799 reactions and 888 catalyst types from USPTO. Task: Predict which catalyst facilitates the given reaction. (1) Reactant: B1(C)OC(C2C=CC=CC=2)(C2C=CC=CC=2)[C@H]2N1CCC2.B.C1COCC1.[CH3:28][N:29]1[C:37]2[C:32](=[CH:33][C:34]([C:39](=[O:42])[CH2:40][Cl:41])=[CH:35][C:36]=2[Cl:38])[CH2:31][CH2:30]1. Product: [CH3:28][N:29]1[C:37]2[C:32](=[CH:33][C:34]([C@H:39]([OH:42])[CH2:40][Cl:41])=[CH:35][C:36]=2[Cl:38])[CH2:31][CH2:30]1. The catalyst class is: 1. (2) Reactant: [CH:1]1([C:4]([N:6]2[CH2:10][CH2:9][C@@H:8]([CH2:11][N:12]3[C:16]4[CH:17]=[C:18]([C:21]([OH:23])=O)[CH:19]=[CH:20][C:15]=4[N:14]=[C:13]3[C:24]3[CH:29]=[CH:28][C:27]([C:30]4[CH:35]=[CH:34][C:33]([F:36])=[CH:32][CH:31]=4)=[CH:26][CH:25]=3)[CH2:7]2)=[O:5])[CH2:3][CH2:2]1.[CH3:37][N:38](C(ON1N=NC2C=CC=NC1=2)=[N+](C)C)C.F[P-](F)(F)(F)(F)F.CN. Product: [CH:1]1([C:4]([N:6]2[CH2:10][CH2:9][C@@H:8]([CH2:11][N:12]3[C:16]4[CH:17]=[C:18]([C:21]([NH:38][CH3:37])=[O:23])[CH:19]=[CH:20][C:15]=4[N:14]=[C:13]3[C:24]3[CH:25]=[CH:26][C:27]([C:30]4[CH:31]=[CH:32][C:33]([F:36])=[CH:34][CH:35]=4)=[CH:28][CH:29]=3)[CH2:7]2)=[O:5])[CH2:2][CH2:3]1. The catalyst class is: 3. (3) Reactant: [F:1][C:2]1[CH:7]=[CH:6][C:5]([C@H:8]([O:30][CH3:31])[CH2:9][C@@H:10]([C:26]([O:28][CH3:29])=[O:27])[CH2:11][CH2:12][N:13]2[CH2:18][CH2:17][N:16](C(OC(C)(C)C)=O)[CH2:15][CH2:14]2)=[CH:4][CH:3]=1.C(O)(C(F)(F)F)=O. Product: [F:1][C:2]1[CH:7]=[CH:6][C:5]([C@H:8]([O:30][CH3:31])[CH2:9][C@H:10]([CH2:11][CH2:12][N:13]2[CH2:14][CH2:15][NH:16][CH2:17][CH2:18]2)[C:26]([O:28][CH3:29])=[O:27])=[CH:4][CH:3]=1. The catalyst class is: 2. (4) Reactant: [SH:1][CH2:2][CH2:3][C:4]1[CH:14]=[CH:13][C:7]([C:8]([O:10][CH2:11][CH3:12])=[O:9])=[CH:6][CH:5]=1.[BH4-].I[C:17]1[CH:18]=[C:19]2[C:23](=[CH:24][CH:25]=1)[N:22]([CH2:26][CH2:27][CH2:28][CH2:29][CH3:30])[C:21](=[O:31])[C:20]2([O:34][CH3:35])[O:32][CH3:33]. Product: [CH3:33][O:32][C:20]1([O:34][CH3:35])[C:19]2[C:23](=[CH:24][CH:25]=[C:17]([S:1][CH2:2][CH2:3][C:4]3[CH:14]=[CH:13][C:7]([C:8]([O:10][CH2:11][CH3:12])=[O:9])=[CH:6][CH:5]=3)[CH:18]=2)[N:22]([CH2:26][CH2:27][CH2:28][CH2:29][CH3:30])[C:21]1=[O:31]. The catalyst class is: 214.